From a dataset of Peptide-MHC class I binding affinity with 185,985 pairs from IEDB/IMGT. Regression. Given a peptide amino acid sequence and an MHC pseudo amino acid sequence, predict their binding affinity value. This is MHC class I binding data. (1) The peptide sequence is TLLAVSGVY. The MHC is HLA-A30:02 with pseudo-sequence YSAMYQENVAHTDENTLYIIYEHYTWARLAYTWY. The binding affinity (normalized) is 0.761. (2) The peptide sequence is SEGNATPGGY. The MHC is HLA-B44:02 with pseudo-sequence HLA-B44:02. The binding affinity (normalized) is 0.0870. (3) The peptide sequence is SDDQLRLLK. The MHC is HLA-A26:02 with pseudo-sequence HLA-A26:02. The binding affinity (normalized) is 0.0847. (4) The peptide sequence is VPPGRVWVM. The MHC is HLA-B07:02 with pseudo-sequence HLA-B07:02. The binding affinity (normalized) is 0.529. (5) The peptide sequence is TVATSRTLSY. The MHC is HLA-A24:02 with pseudo-sequence HLA-A24:02. The binding affinity (normalized) is 0. (6) The peptide sequence is DLTDYLMKI. The MHC is HLA-A02:01 with pseudo-sequence HLA-A02:01. The binding affinity (normalized) is 0.296. (7) The peptide sequence is FFINFFNLL. The MHC is HLA-B08:01 with pseudo-sequence HLA-B08:01. The binding affinity (normalized) is 0.537. (8) The peptide sequence is TPDNFSSLI. The MHC is HLA-B54:01 with pseudo-sequence HLA-B54:01. The binding affinity (normalized) is 0. (9) The peptide sequence is DVSVDAMIHK. The MHC is HLA-A03:01 with pseudo-sequence HLA-A03:01. The binding affinity (normalized) is 0.163. (10) The peptide sequence is YTAVVPLVY. The MHC is Mamu-B8301 with pseudo-sequence Mamu-B8301. The binding affinity (normalized) is 0.